Dataset: Full USPTO retrosynthesis dataset with 1.9M reactions from patents (1976-2016). Task: Predict the reactants needed to synthesize the given product. (1) The reactants are: S(=O)(=O)(O)O.[CH:6]1([NH:11][C:12]2[N:17]=[C:16]([C:18]3[C:19]([CH:27]([C:29]4[CH:34]=[CH:33][CH:32]=[CH:31][CH:30]=4)O)=[N:20][N:21]4[CH:26]=[CH:25][CH:24]=[CH:23][C:22]=34)[CH:15]=[CH:14][N:13]=2)[CH2:10][CH2:9][CH2:8][CH2:7]1.[H][H]. Given the product [CH2:27]([C:19]1[C:18]([C:16]2[CH:15]=[CH:14][N:13]=[C:12]([NH:11][CH:6]3[CH2:7][CH2:8][CH2:9][CH2:10]3)[N:17]=2)=[C:22]2[CH:23]=[CH:24][CH:25]=[CH:26][N:21]2[N:20]=1)[C:29]1[CH:30]=[CH:31][CH:32]=[CH:33][CH:34]=1, predict the reactants needed to synthesize it. (2) Given the product [CH:1]1([C:7]2[C:8]3[CH:9]=[CH:10][C:11]([C:35]([O:37][CH3:38])=[O:36])=[CH:12][C:13]=3[N:14]3[CH2:20][CH:19]([C:21]([OH:23])=[O:22])[CH2:18][C:17]4[CH:31]=[CH:32][CH:33]=[CH:34][C:16]=4[C:15]=23)[CH2:2][CH2:3][CH2:4][CH2:5][CH2:6]1, predict the reactants needed to synthesize it. The reactants are: [CH:1]1([C:7]2[C:8]3[CH:9]=[CH:10][C:11]([C:35]([O:37][CH3:38])=[O:36])=[CH:12][C:13]=3[N:14]3[CH:20]=[C:19]([C:21]([O:23]CC4C=CC=CC=4)=[O:22])[CH2:18][C:17]4[CH:31]=[CH:32][CH:33]=[CH:34][C:16]=4[C:15]=23)[CH2:6][CH2:5][CH2:4][CH2:3][CH2:2]1.